This data is from Aqueous solubility values for 9,982 compounds from the AqSolDB database. The task is: Regression/Classification. Given a drug SMILES string, predict its absorption, distribution, metabolism, or excretion properties. Task type varies by dataset: regression for continuous measurements (e.g., permeability, clearance, half-life) or binary classification for categorical outcomes (e.g., BBB penetration, CYP inhibition). For this dataset (solubility_aqsoldb), we predict Y. (1) The Y is -2.62 log mol/L. The molecule is CCCCCCCOC(N)=O. (2) The compound is [Mn]. The Y is -4.89 log mol/L.